From a dataset of Full USPTO retrosynthesis dataset with 1.9M reactions from patents (1976-2016). Predict the reactants needed to synthesize the given product. (1) Given the product [C:1]([C:3]([C:19]#[N:20])([CH2:13][CH2:14][C:15]([F:18])([F:17])[F:16])[CH2:4][CH:5]1[CH2:10][CH2:9][C:8]2([O:29][CH:7]2[CH2:6]1)[C:11]#[CH:12])#[N:2], predict the reactants needed to synthesize it. The reactants are: [C:1]([C:3]([C:19]#[N:20])([CH2:13][CH2:14][C:15]([F:18])([F:17])[F:16])[CH2:4][CH:5]1[CH2:10][CH2:9][C:8]([C:11]#[CH:12])=[CH:7][CH2:6]1)#[N:2].ClC1C=CC=C(C(OO)=[O:29])C=1.S([O-])([O-])=O.[Na+].[Na+]. (2) The reactants are: C(OC([N:8]1[CH:13]2[CH2:14][CH2:15][CH:9]1[CH2:10][C:11]([F:22])([C:16]1[CH:21]=[CH:20][CH:19]=[CH:18][N:17]=1)[CH2:12]2)=O)(C)(C)C. Given the product [F:22][C:11]1([C:16]2[CH:21]=[CH:20][CH:19]=[CH:18][N:17]=2)[CH2:10][CH:9]2[NH:8][CH:13]([CH2:14][CH2:15]2)[CH2:12]1, predict the reactants needed to synthesize it. (3) Given the product [OH:2][C@:3]1([C@@H:21]2[CH2:25][S:24][C:23](=[O:26])[NH:22]2)[CH2:18][C@H:17]2[CH2:19][C@@H:5]([CH2:6][CH2:7][CH2:8][CH:9]=[CH:10][CH2:11][CH2:12][CH2:13][CH2:14][C:15](=[O:20])[O:16]2)[O:4]1, predict the reactants needed to synthesize it. The reactants are: C[O:2][C@:3]1([C@@H:21]2[CH2:25][S:24][C:23](=[O:26])[N:22]2CC2C=CC(OC)=CC=2)[CH2:18][C@H:17]2[CH2:19][C@@H:5]([CH2:6][CH2:7][CH2:8][CH:9]=[CH:10][CH2:11][CH2:12][CH2:13][CH2:14][C:15](=[O:20])[O:16]2)[O:4]1.CO[C@]1([C@@H]2CSC(=O)N2CC2C=CC(OC)=CC=2)C[C@H]2C[C@@H](CCCC=CCCC(C)=CC(=O)O2)O1. (4) Given the product [C:20]([N:10]1[C:9]([NH:12][C:18](=[O:17])[CH3:19])=[CH:8][C:7]([C:1]2[CH:2]=[CH:3][CH:4]=[CH:5][CH:6]=2)=[N:11]1)(=[O:22])[CH3:21], predict the reactants needed to synthesize it. The reactants are: [C:1]1([C:7]2[NH:11][N:10]=[C:9]([NH2:12])[CH:8]=2)[CH:6]=[CH:5][CH:4]=[CH:3][CH:2]=1.CN1[CH2:19][CH2:18][O:17]CC1.[C:20](Cl)(=[O:22])[CH3:21]. (5) Given the product [Br:20][C:18]1[CH:19]=[C:14]([NH:12][C:10]2[CH:11]=[C:5]3[CH2:4][N:3]([CH2:1][CH3:2])[CH2:8][CH2:7][N:6]3[N:9]=2)[C:15](=[O:22])[N:16]([CH3:21])[CH:17]=1, predict the reactants needed to synthesize it. The reactants are: [CH2:1]([N:3]1[CH2:8][CH2:7][N:6]2[N:9]=[C:10]([NH2:12])[CH:11]=[C:5]2[CH2:4]1)[CH3:2].Br[C:14]1[C:15](=[O:22])[N:16]([CH3:21])[CH:17]=[C:18]([Br:20])[CH:19]=1.CC1(C)C2C(=C(P(C3C=CC=CC=3)C3C=CC=CC=3)C=CC=2)OC2C(P(C3C=CC=CC=3)C3C=CC=CC=3)=CC=CC1=2.C(=O)([O-])[O-].[Cs+].[Cs+]. (6) Given the product [Cl:1][C:2]1[CH:7]=[CH:6][CH:5]=[CH:4][C:3]=1[C:8]1[C:9](=[O:24])[N:10]([C:18]2[CH:19]=[CH:20][CH:21]=[CH:22][CH:23]=2)[CH:11]=[C:12]([CH2:14][OH:15])[CH:13]=1, predict the reactants needed to synthesize it. The reactants are: [Cl:1][C:2]1[CH:7]=[CH:6][CH:5]=[CH:4][C:3]=1[C:8]1[C:9](=[O:24])[N:10]([C:18]2[CH:23]=[CH:22][CH:21]=[CH:20][CH:19]=2)[CH:11]=[C:12]([C:14](OC)=[O:15])[CH:13]=1.BrC1C(=O)N(C2C=CC=CC=2)C=C(C(OC)=O)C=1.[H-].C([Al+]C(C)C)(C)C.Cl.C(=O)([O-])O.[Na+]. (7) Given the product [F:1][C:2]1[CH:3]=[CH:4][C:5]([CH2:6][N:7]2[CH:12]=[CH:11][CH:10]=[C:9]([C:13]([OH:15])=[O:14])[C:8]2=[O:17])=[CH:18][CH:19]=1, predict the reactants needed to synthesize it. The reactants are: [F:1][C:2]1[CH:19]=[CH:18][C:5]([CH2:6][N:7]2[CH:12]=[CH:11][CH:10]=[C:9]([C:13]([O:15]C)=[O:14])[C:8]2=[O:17])=[CH:4][CH:3]=1.[OH-].[Na+]. (8) Given the product [OH:35][C@H:34]1[C@H:30]2[O:29][CH2:28][C@@H:27]([O:26][C:24]3[N:23]([CH2:36][O:37][CH2:38][CH2:39][Si:40]([CH3:41])([CH3:43])[CH3:42])[C:5]4=[N:6][C:7]([C:8]5[CH:13]=[CH:12][C:11]([C:45]6[CH:46]=[CH:47][C:48]([N:51]=[S:52]([CH3:58])([N:54]([CH2:56][CH3:57])[CH3:55])=[O:53])=[CH:49][CH:50]=6)=[CH:10][CH:9]=5)=[C:2]([Cl:1])[CH:3]=[C:4]4[N:25]=3)[C@H:31]2[O:32][CH2:33]1, predict the reactants needed to synthesize it. The reactants are: [Cl:1][C:2]1[CH:3]=[C:4]2[N:25]=[C:24]([O:26][C@H:27]3[C@H:31]4[O:32][CH2:33][C@@H:34]([OH:35])[C@H:30]4[O:29][CH2:28]3)[N:23]([CH2:36][O:37][CH2:38][CH2:39][Si:40]([CH3:43])([CH3:42])[CH3:41])[C:5]2=[N:6][C:7]=1[C:8]1[CH:13]=[CH:12][C:11](B2OC(C)(C)C(C)(C)O2)=[CH:10][CH:9]=1.Br[C:45]1[CH:50]=[CH:49][C:48]([N:51]=[S:52]([CH3:58])([N:54]([CH2:56][CH3:57])[CH3:55])=[O:53])=[CH:47][CH:46]=1. (9) Given the product [CH2:1]([C:4]1[CH:5]=[C:6](/[CH:9]=[CH:16]/[C:11]([O:13][CH2:14][CH3:15])=[O:12])[NH:7][CH:8]=1)[CH2:2][CH3:3], predict the reactants needed to synthesize it. The reactants are: [CH2:1]([C:4]1[CH:5]=[C:6]([CH:9]=O)[NH:7][CH:8]=1)[CH2:2][CH3:3].[C:11]([CH:16]=P(C1C=CC=CC=1)(C1C=CC=CC=1)C1C=CC=CC=1)([O:13][CH2:14][CH3:15])=[O:12]. (10) Given the product [O:15]([C:22]1[CH:23]=[CH:24][C:25]([CH2:28][CH2:29][NH:30][C:12]([C:10]2[S:11][C:7]([C:4]3[CH:3]=[CH:2][N:1]=[CH:6][CH:5]=3)=[CH:8][CH:9]=2)=[O:14])=[CH:26][CH:27]=1)[C:16]1[CH:21]=[CH:20][CH:19]=[CH:18][CH:17]=1, predict the reactants needed to synthesize it. The reactants are: [N:1]1[CH:6]=[CH:5][C:4]([C:7]2[S:11][C:10]([C:12]([OH:14])=O)=[CH:9][CH:8]=2)=[CH:3][CH:2]=1.[O:15]([C:22]1[CH:27]=[CH:26][C:25]([CH2:28][CH2:29][NH2:30])=[CH:24][CH:23]=1)[C:16]1[CH:21]=[CH:20][CH:19]=[CH:18][CH:17]=1.